Task: Predict the reactants needed to synthesize the given product.. Dataset: Full USPTO retrosynthesis dataset with 1.9M reactions from patents (1976-2016) (1) Given the product [F:25][C:22]1[CH:23]=[CH:24][C:19]([CH2:18][C@H:10]2[CH2:9][C@@H:8]([C:6]3[O:7][NH:29][C:4](=[O:3])[CH:5]=3)[CH2:13][CH2:12][N:11]2[C:14]([O:16][CH3:17])=[O:15])=[CH:20][CH:21]=1, predict the reactants needed to synthesize it. The reactants are: C([O:3][C:4](=O)[CH2:5][C:6]([C@H:8]1[CH2:13][CH2:12][N:11]([C:14]([O:16][CH3:17])=[O:15])[C@@H:10]([CH2:18][C:19]2[CH:24]=[CH:23][C:22]([F:25])=[CH:21][CH:20]=2)[CH2:9]1)=[O:7])C.[OH-].[Na+].[NH2:29]O.Cl. (2) Given the product [CH3:1][S:2]([C:5]1[CH:6]=[CH:7][C:8]([S:14][CH3:15])=[C:9]([C:10]([N:27]2[CH2:26][CH2:25][N:24]([C:21]3[CH:20]=[CH:19][C:18]([C:17]([F:30])([F:31])[F:16])=[CH:23][CH:22]=3)[CH2:29][CH2:28]2)=[O:12])[CH:13]=1)(=[O:3])=[O:4], predict the reactants needed to synthesize it. The reactants are: [CH3:1][S:2]([C:5]1[CH:6]=[CH:7][C:8]([S:14][CH3:15])=[C:9]([CH:13]=1)[C:10]([OH:12])=O)(=[O:4])=[O:3].[F:16][C:17]([F:31])([F:30])[C:18]1[CH:23]=[CH:22][C:21]([N:24]2[CH2:29][CH2:28][NH:27][CH2:26][CH2:25]2)=[CH:20][CH:19]=1. (3) Given the product [Cl:1][C:2]1[C:3]2[C:52]3[N:59]=[CH:58][CH:57]=[CH:56][C:53]=3[C:54]([NH2:55])=[N:5][C:4]=2[CH:6]=[CH:7][CH:8]=1, predict the reactants needed to synthesize it. The reactants are: [Cl:1][C:2]1[C:3](I)=[C:4]([CH:6]=[CH:7][CH:8]=1)[NH2:5].C1CCC(P(C2C(C3C=CC=CC=3)=CC=CC=2)C2CCCCC2)CC1.C(N(CC)CC)C.CC1(C)C(C)(C)OBO1.Cl[C:52]1[N:59]=[CH:58][CH:57]=[CH:56][C:53]=1[C:54]#[N:55].COC1C=CC=C(OC)C=1C1C=CC=CC=1P(C1CCCCC1)C1CCCCC1.C(=O)([O-])[O-].[K+].[K+].[H-].[Na+]. (4) Given the product [CH2:15]([N:1]1[C:9]2[C:4](=[CH:5][CH:6]=[CH:7][CH:8]=2)[CH2:3][CH2:2]1)[C:16]1[CH:21]=[CH:20][CH:19]=[CH:18][CH:17]=1, predict the reactants needed to synthesize it. The reactants are: [NH:1]1[C:9]2[C:4](=[CH:5][CH:6]=[CH:7][CH:8]=2)[CH2:3][CH2:2]1.C([Li])CCC.[CH2:15](Br)[C:16]1[CH:21]=[CH:20][CH:19]=[CH:18][CH:17]=1.C(OCC)(=O)C.